Predict the reaction yield, written as a fraction of the theoretical maximum amount of product (1.0 means a 100% yield; for example, 0.34 means a 34% yield). From a dataset of Reaction yield outcomes from USPTO patents with 853,638 reactions. (1) The reactants are [CH3:1][N:2]1[C:10]2[CH2:9][CH2:8][CH2:7][C:6](=[CH:11][C:12]([O:14][CH2:15][CH3:16])=[O:13])[C:5]=2[CH:4]=[CH:3]1. The catalyst is [Pd].CCO. The product is [CH3:1][N:2]1[C:10]2[CH2:9][CH2:8][CH2:7][CH:6]([CH2:11][C:12]([O:14][CH2:15][CH3:16])=[O:13])[C:5]=2[CH:4]=[CH:3]1. The yield is 0.990. (2) The yield is 0.210. No catalyst specified. The reactants are [N:1]1([C:12](=[O:13])[C:11]2[N:10]([CH2:14][C:15]([OH:17])=O)[CH:9]=[N:8][C:7]=2[N:5]([CH3:6])[C:3]1=[O:4])[CH3:2].[C:18]([C:20]1[CH:28]=[CH:27][C:23]([CH2:24][CH2:25][NH2:26])=[CH:22][CH:21]=1)#[N:19]. The product is [C:18]([C:20]1[CH:28]=[CH:27][C:23]([CH2:24][CH2:25][NH:26][C:15](=[O:17])[CH2:14][N:10]2[C:11]3[C:12](=[O:13])[N:1]([CH3:2])[C:3](=[O:4])[N:5]([CH3:6])[C:7]=3[N:8]=[CH:9]2)=[CH:22][CH:21]=1)#[N:19]. (3) The reactants are Cl.[Cl:2][C:3]1[C:7]([NH2:8])=[CH:6][NH:5][N:4]=1.C(=O)(O)[O-].[Na+].[O:14]1CC[CH2:16][CH2:15]1.C(OC(=O)C)(=O)C. The yield is 0.830. The catalyst is C(OCC)(=O)C.O.COC(C)(C)C. The product is [Cl:2][C:3]1[C:7]([NH:8][C:15](=[O:14])[CH3:16])=[CH:6][NH:5][N:4]=1. (4) The reactants are C(N(CC)CC)C.CS(Cl)(=O)=O.C([O:17][C:18]([NH:20][C@@H:21]([CH2:33][C:34]1[CH:39]=[CH:38][CH:37]=[CH:36][CH:35]=1)[C@H:22]([OH:32])/[CH:23]=[CH:24]/[CH2:25][CH2:26][CH2:27][C:28]([O:30][CH3:31])=[O:29])=O)(C)(C)C.S([O-])(=O)(=O)C. The catalyst is ClCCCl.ClCCl.C(OCC)C. The product is [CH2:33]([C@H:21]1[C@H:22](/[CH:23]=[CH:24]/[CH2:25][CH2:26][CH2:27][C:28]([O:30][CH3:31])=[O:29])[O:32][C:18](=[O:17])[NH:20]1)[C:34]1[CH:39]=[CH:38][CH:37]=[CH:36][CH:35]=1. The yield is 0.740. (5) The reactants are [C:1]1([C:7]2[CH:12]=[C:11]([CH:13]3[CH2:18][CH2:17][N:16]([CH:19]4[CH2:24][O:23]C(C)(C)[O:21][CH2:20]4)[CH2:15][CH2:14]3)[CH:10]=[CH:9][C:8]=2[NH:27][C:28]([C:30]2[NH:31][CH:32]=[C:33]([C:35]#[N:36])[N:34]=2)=[O:29])[CH2:6][CH2:5][CH2:4][CH2:3][CH:2]=1.[C:37]([OH:43])([C:39]([F:42])([F:41])[F:40])=[O:38]. The catalyst is C1COCC1.O. The product is [F:40][C:39]([F:42])([F:41])[C:37]([OH:43])=[O:38].[C:1]1([C:7]2[CH:12]=[C:11]([CH:13]3[CH2:18][CH2:17][N:16]([CH:19]([CH2:20][OH:21])[CH2:24][OH:23])[CH2:15][CH2:14]3)[CH:10]=[CH:9][C:8]=2[NH:27][C:28]([C:30]2[NH:31][CH:32]=[C:33]([C:35]#[N:36])[N:34]=2)=[O:29])[CH2:6][CH2:5][CH2:4][CH2:3][CH:2]=1. The yield is 0.600.